Dataset: Forward reaction prediction with 1.9M reactions from USPTO patents (1976-2016). Task: Predict the product of the given reaction. (1) The product is: [CH:1]1([C:7]2[C:8]3[CH:9]=[CH:10][C:11]([C:33]([O:35][CH3:36])=[O:34])=[CH:12][C:13]=3[N:14]3[C:21]=2[C:20]2[CH:22]=[CH:23][C:24]([F:26])=[CH:25][C:19]=2[O:18][CH2:17][CH:16]([N:27]([CH2:28][CH2:29][N:30]([CH3:32])[CH3:31])[CH3:39])[CH2:15]3)[CH2:2][CH2:3][CH2:4][CH2:5][CH2:6]1. Given the reactants [CH:1]1([C:7]2[C:8]3[CH:9]=[CH:10][C:11]([C:33]([O:35][CH3:36])=[O:34])=[CH:12][C:13]=3[N:14]3[C:21]=2[C:20]2[CH:22]=[CH:23][C:24]([F:26])=[CH:25][C:19]=2[O:18][CH2:17][CH:16]([NH:27][CH2:28][CH2:29][N:30]([CH3:32])[CH3:31])[CH2:15]3)[CH2:6][CH2:5][CH2:4][CH2:3][CH2:2]1.C=O.[CH3:39]C(O)=O.C([BH3-])#N.[Na+].[OH-].[Na+], predict the reaction product. (2) Given the reactants [OH:1][C:2]1[CH:9]=[C:8]([O:10][CH3:11])[CH:7]=[CH:6][C:3]=1[CH:4]=[O:5].[Br:12]Br.O, predict the reaction product. The product is: [Br:12][C:7]1[C:8]([O:10][CH3:11])=[CH:9][C:2]([OH:1])=[C:3]([CH:6]=1)[CH:4]=[O:5]. (3) Given the reactants [C:18]1(P([C:18]2[CH:23]=[CH:22][CH:21]=[CH:20][CH:19]=2)[C:18]2[CH:23]=[CH:22][C:21](S([O-])(=O)=O)=[CH:20][CH:19]=2)[CH:23]=[CH:22][CH:21]=[CH:20][CH:19]=1.[Li+].CC(C[CH:29](O)[CH2:30][OH:31])C, predict the reaction product. The product is: [CH:30](=[O:31])[CH2:29][CH2:19][CH2:20][CH2:21][CH2:22][CH:23]=[CH2:18]. (4) The product is: [CH2:1]([O:5][CH2:6][CH2:7][O:8][C:9]1[CH:10]=[CH:11][C:12]([C:15]2[CH:16]=[CH:17][C:18]3[N:24]([CH2:25][CH:26]([CH3:27])[CH3:28])[CH2:23][CH2:22][C:21]([C:29]([NH:31][C:32]4[CH:33]=[CH:34][C:35]([S:38]([CH2:39][C:40]5[N:44]=[CH:43][N:42]([CH3:45])[N:41]=5)=[O:55])=[CH:36][CH:37]=4)=[O:30])=[CH:20][C:19]=3[CH:46]=2)=[CH:13][CH:14]=1)[CH2:2][CH2:3][CH3:4]. Given the reactants [CH2:1]([O:5][CH2:6][CH2:7][O:8][C:9]1[CH:14]=[CH:13][C:12]([C:15]2[CH:16]=[CH:17][C:18]3[N:24]([CH2:25][CH:26]([CH3:28])[CH3:27])[CH2:23][CH2:22][C:21]([C:29]([NH:31][C:32]4[CH:37]=[CH:36][C:35]([S:38][CH2:39][C:40]5[N:44]=[CH:43][N:42]([CH3:45])[N:41]=5)=[CH:34][CH:33]=4)=[O:30])=[CH:20][C:19]=3[CH:46]=2)=[CH:11][CH:10]=1)[CH2:2][CH2:3][CH3:4].ClC1C=CC=C(C(OO)=[O:55])C=1.S([O-])([O-])(=O)=S.[Na+].[Na+], predict the reaction product. (5) Given the reactants C([O:8][CH2:9][C:10]1([C:15]([O:17][CH3:18])=[O:16])[CH2:14][CH2:13][CH2:12][O:11]1)C1C=CC=CC=1, predict the reaction product. The product is: [OH:8][CH2:9][C:10]1([C:15]([O:17][CH3:18])=[O:16])[CH2:14][CH2:13][CH2:12][O:11]1. (6) Given the reactants [CH3:1][S:2][C:3]1[CH:8]=[C:7](Cl)[C:6]([C:10]([O:12][CH2:13][CH3:14])=[O:11])=[CH:5][N:4]=1.[N:15]1C=CC=NC=1.N, predict the reaction product. The product is: [OH-:11].[NH4+:4].[CH3:1][S:2][C:3]1[CH:8]=[C:7]([NH2:15])[C:6]([C:10]([O:12][CH2:13][CH3:14])=[O:11])=[CH:5][N:4]=1. (7) Given the reactants [CH3:1][O:2][C:3](=[O:16])[C:4]1[CH:9]=[CH:8][CH:7]=[C:6]([O:10][C@@H:11]([C:13]([OH:15])=O)[CH3:12])[CH:5]=1.[NH2:17][C:18]1[CH:25]=[CH:24][C:21]([C:22]#[N:23])=[CH:20][CH:19]=1.P(Cl)(Cl)(Cl)=O, predict the reaction product. The product is: [CH3:1][O:2][C:3](=[O:16])[C:4]1[CH:9]=[CH:8][CH:7]=[C:6]([O:10][C@@H:11]([C:13](=[O:15])[NH:17][C:18]2[CH:25]=[CH:24][C:21]([C:22]#[N:23])=[CH:20][CH:19]=2)[CH3:12])[CH:5]=1. (8) Given the reactants Br.[NH2:2][CH2:3][C:4]([NH:6][C@H:7]1[CH2:12][CH2:11][CH2:10][CH2:9][C@H:8]1[NH:13][C:14](=[O:25])[C:15]1[CH:20]=[CH:19][C:18]([S:21]([NH2:24])(=[O:23])=[O:22])=[CH:17][CH:16]=1)=[O:5].[Cl:26][C:27]1[CH:28]=[C:29]([S:33](Cl)(=[O:35])=[O:34])[CH:30]=[CH:31][CH:32]=1.CCOC(C)=O, predict the reaction product. The product is: [NH2:24][S:21]([C:18]1[CH:17]=[CH:16][C:15]([C:14]([NH:13][C@@H:8]2[CH2:9][CH2:10][CH2:11][CH2:12][C@@H:7]2[NH:6][C:4](=[O:5])[CH2:3][NH:2][S:33]([C:29]2[CH:30]=[CH:31][CH:32]=[C:27]([Cl:26])[CH:28]=2)(=[O:35])=[O:34])=[O:25])=[CH:20][CH:19]=1)(=[O:23])=[O:22]. (9) Given the reactants [N:1]([CH2:4][C@H:5]([NH:11]C(OC(C)(C)C)=O)[C:6]([O:8][CH2:9][CH3:10])=[O:7])=[N+:2]=[N-:3].[ClH:19], predict the reaction product. The product is: [ClH:19].[NH2:11][C@@H:5]([CH2:4][N:1]=[N+:2]=[N-:3])[C:6]([O:8][CH2:9][CH3:10])=[O:7].